This data is from Full USPTO retrosynthesis dataset with 1.9M reactions from patents (1976-2016). The task is: Predict the reactants needed to synthesize the given product. (1) Given the product [NH:2]1[C:11]2[C:6](=[CH:7][CH:8]=[CH:9][CH:10]=2)[CH2:5][CH:4]([OH:12])[CH2:3]1, predict the reactants needed to synthesize it. The reactants are: [Na].[N:2]1[C:11]2[C:6](=[CH:7][CH:8]=[CH:9][CH:10]=2)[CH:5]=[C:4]([OH:12])[CH:3]=1. (2) Given the product [CH2:6]([N:7]1[CH:11]=[C:10]([NH:12][C:13]([C:15]2[C:23]3[CH2:22][C:24]4([CH2:28][O:36][CH2:25]4)[CH2:20][CH2:19][C:18]=3[NH:17][N:16]=2)=[O:14])[CH:9]=[N:8]1)[C:5]1[CH:4]=[CH:3][CH:31]=[CH:30][CH:29]=1, predict the reactants needed to synthesize it. The reactants are: C([C:3]1[CH:4]=[C:5]([CH:29]=[CH:30][CH:31]=1)[CH2:6][N:7]1[CH:11]=[C:10]([NH:12][C:13]([C:15]2[C:23]3[CH2:22]C[CH:20]([C:24]4[CH:25]=NN[CH:28]=4)[CH2:19][C:18]=3[NH:17][N:16]=2)=[O:14])[CH:9]=[N:8]1)#N.C[Si](C)(C)CC[O:36]CN1C2CCC3(COC3)CC=2C(C(O)=O)=N1.NC1C=NN(CC2C=C(C=CC=2)C#N)C=1.C(N1C=C(N)C=N1)C1C=CC=CC=1. (3) Given the product [F:7][C:8]([F:28])([F:27])[C:9]1[CH:26]=[CH:25][C:12]([C:13]([C:15]2[CH:20]=[CH:19][C:18]([C:21]([F:24])([F:23])[F:22])=[CH:17][CH:16]=2)=[CH:32][C:33]([O:4][CH2:2][CH3:5])=[O:34])=[CH:11][CH:10]=1, predict the reactants needed to synthesize it. The reactants are: C[C:2]([CH3:5])([O-:4])C.[K+].[F:7][C:8]([F:28])([F:27])[C:9]1[CH:26]=[CH:25][C:12]([C:13]([C:15]2[CH:20]=[CH:19][C:18]([C:21]([F:24])([F:23])[F:22])=[CH:17][CH:16]=2)=O)=[CH:11][CH:10]=1.[Cl-].[NH4+].C1C[O:34][CH2:33][CH2:32]1.